Dataset: Reaction yield outcomes from USPTO patents with 853,638 reactions. Task: Predict the reaction yield, written as a fraction of the theoretical maximum amount of product (1.0 means a 100% yield; for example, 0.34 means a 34% yield). (1) The reactants are [Cl:1][C:2]1[C:11]2[C:6](=[CH:7][CH:8]=[CH:9][CH:10]=2)[C:5]([OH:12])=[CH:4][N:3]=1.C([O-])([O-])=O.[K+].[K+].[CH2:19](I)[CH3:20]. The catalyst is C(#N)C. The product is [Cl:1][C:2]1[C:11]2[C:6](=[CH:7][CH:8]=[CH:9][CH:10]=2)[C:5]([O:12][CH2:19][CH3:20])=[CH:4][N:3]=1. The yield is 0.620. (2) The reactants are [CH3:1][C:2]1[CH:3]=[C:4]([C:8](=O)[CH3:9])[CH:5]=N[CH:7]=1.[NH2:11][C:12]1[CH:13]=[C:14]([C@@H:18]([NH:20][C:21]2[CH:26]=[N:25][CH:24]=[C:23]([Cl:27])[N:22]=2)[CH3:19])[CH:15]=[CH:16][CH:17]=1.[C:28](O[BH-](OC(=O)C)OC(=O)C)(=O)C.[Na+].C(O)(=O)C.Cl. The catalyst is ClCCCl. The product is [Cl:27][C:23]1[N:22]=[C:21]([NH:20][C@H:18]([C:14]2[CH:15]=[CH:16][CH:17]=[C:12]([NH:11][CH:5]([C:4]3[CH:8]=[CH:9][CH:7]=[C:2]([CH3:1])[CH:3]=3)[CH3:28])[CH:13]=2)[CH3:19])[CH:26]=[N:25][CH:24]=1. The yield is 0.140. (3) The reactants are [Cl:1][C:2]1[C:3]([N:17]2[CH2:22][CH2:21][CH2:20][C@@H:19]([NH:23]C(=O)OC(C)(C)C)[CH2:18]2)=[C:4]2[C:10]([NH:11][C:12](=[O:16])[CH2:13][O:14][CH3:15])=[CH:9][NH:8][C:5]2=[N:6][CH:7]=1.C(O)(C(F)(F)F)=O. The catalyst is C(Cl)Cl. The product is [ClH:1].[NH2:23][C@@H:19]1[CH2:20][CH2:21][CH2:22][N:17]([C:3]2[C:2]([Cl:1])=[CH:7][N:6]=[C:5]3[NH:8][CH:9]=[C:10]([NH:11][C:12](=[O:16])[CH2:13][O:14][CH3:15])[C:4]=23)[CH2:18]1. The yield is 0.980. (4) The reactants are Cl[CH2:2][C:3]([NH:5][C:6]1[CH:11]=[CH:10][C:9]([N+:12]([O-:14])=[O:13])=[CH:8][CH:7]=1)=[O:4].[CH3:15][NH:16][CH2:17][CH2:18][OH:19].C(OCC)(=O)C. The catalyst is C(O)C. The product is [OH:19][CH2:18][CH2:17][N:16]([CH3:15])[CH2:2][C:3]([NH:5][C:6]1[CH:11]=[CH:10][C:9]([N+:12]([O-:14])=[O:13])=[CH:8][CH:7]=1)=[O:4]. The yield is 0.590. (5) The reactants are Br[C:2]1[CH:7]=[C:6]([O:8][CH3:9])[C:5]([N+:10]([O-:12])=[O:11])=[CH:4][C:3]=1[CH3:13].CC1(C)C2C(=C(P(C3C=CC=CC=3)C3C=CC=CC=3)C=CC=2)OC2C(P(C3C=CC=CC=3)C3C=CC=CC=3)=CC=CC1=2.[N:56]1([C:62]([O:64][C:65]([CH3:68])([CH3:67])[CH3:66])=[O:63])[CH2:61][CH2:60][NH:59][CH2:58][CH2:57]1. The catalyst is O1CCOCC1. The product is [CH3:13][C:3]1[CH:4]=[C:5]([N+:10]([O-:12])=[O:11])[C:6]([O:8][CH3:9])=[CH:7][C:2]=1[N:59]1[CH2:58][CH2:57][N:56]([C:62]([O:64][C:65]([CH3:68])([CH3:67])[CH3:66])=[O:63])[CH2:61][CH2:60]1. The yield is 0.380. (6) The reactants are [CH3:1][O:2][C:3]1[CH:4]=[C:5]([C:12]2[CH:13]=[CH:14][C:15]([N:18]3[CH2:24][CH2:23][CH2:22][N:21]([C:25]4[CH:30]=[CH:29][C:28]([C:31]5[CH:36]=[C:35]6[O:37][CH2:38][O:39][C:34]6=[C:33]([O:40][CH3:41])[CH:32]=5)=[CH:27][N:26]=4)[CH2:20][CH2:19]3)=[N:16][CH:17]=2)[CH:6]=[C:7]2[O:11][CH2:10][O:9][C:8]=12.[CH3:42][S:43]([OH:46])(=[O:45])=[O:44]. The catalyst is CO. The product is [CH3:42][S:43]([OH:46])(=[O:45])=[O:44].[CH3:42][S:43]([OH:46])(=[O:45])=[O:44].[CH3:1][O:2][C:3]1[CH:4]=[C:5]([C:12]2[CH:13]=[CH:14][C:15]([N:18]3[CH2:24][CH2:23][CH2:22][N:21]([C:25]4[CH:30]=[CH:29][C:28]([C:31]5[CH:36]=[C:35]6[O:37][CH2:38][O:39][C:34]6=[C:33]([O:40][CH3:41])[CH:32]=5)=[CH:27][N:26]=4)[CH2:20][CH2:19]3)=[N:16][CH:17]=2)[CH:6]=[C:7]2[O:11][CH2:10][O:9][C:8]=12. The yield is 0.680. (7) The reactants are [OH:1][CH2:2][CH:3]1[CH2:12][N:7]2[CH2:8][CH2:9][NH:10][CH2:11][CH:6]2[CH2:5][CH2:4]1.Cl[C:14]1[N:19]=[CH:18][CH:17]=[CH:16][N:15]=1.C(=O)([O-])[O-].[Na+].[Na+]. The catalyst is O. The product is [OH:1][CH2:2][CH:3]1[CH2:12][N:7]2[CH2:8][CH2:9][N:10]([C:14]3[N:19]=[CH:18][CH:17]=[CH:16][N:15]=3)[CH2:11][CH:6]2[CH2:5][CH2:4]1. The yield is 0.720.